This data is from Full USPTO retrosynthesis dataset with 1.9M reactions from patents (1976-2016). The task is: Predict the reactants needed to synthesize the given product. (1) The reactants are: [Br:1][C:2]1[CH:3]=[C:4]([C:8]([O:10]C2C(F)=C(F)C(F)=C(F)C=2F)=O)[NH:5][C:6]=1[CH3:7].Cl.[NH2:23][CH:24]1[CH2:29][CH2:28][N:27]([C:30]2[CH:31]=[C:32]([CH:37]=[C:38]([Cl:40])[N:39]=2)[C:33]([O:35][CH3:36])=[O:34])[CH2:26][CH2:25]1. Given the product [Br:1][C:2]1[CH:3]=[C:4]([C:8]([NH:23][CH:24]2[CH2:25][CH2:26][N:27]([C:30]3[CH:31]=[C:32]([CH:37]=[C:38]([Cl:40])[N:39]=3)[C:33]([O:35][CH3:36])=[O:34])[CH2:28][CH2:29]2)=[O:10])[NH:5][C:6]=1[CH3:7], predict the reactants needed to synthesize it. (2) Given the product [CH:1]1([C:4]2[NH:8][C:7]3[C:9]([C:14]([NH:17][CH:18]4[CH2:23][CH2:22][NH:21][CH2:20][CH2:19]4)=[O:16])=[CH:10][CH:11]=[C:12]([OH:13])[C:6]=3[N:5]=2)[CH2:2][CH2:3]1, predict the reactants needed to synthesize it. The reactants are: [CH:1]1([C:4]2[NH:8][C:7]3[C:9]([C:14]([OH:16])=O)=[CH:10][CH:11]=[C:12]([OH:13])[C:6]=3[N:5]=2)[CH2:3][CH2:2]1.[NH2:17][CH:18]1[CH2:23][CH2:22][N:21](C(OCCCC)=O)[CH2:20][CH2:19]1. (3) Given the product [S:39]([OH:42])([O:37][CH2:36][CH2:35][N:3]([C:4]1[CH:5]=[CH:6][C:7](/[N:10]=[N:11]/[C:12]2[S:13][C:14]([CH:23]=[C:24]3[C:25](=[O:34])[C:26]4[C:31](=[CH:30][CH:29]=[CH:28][CH:27]=4)[C:32]3=[O:33])=[C:15]([N:17]3[CH2:22][CH2:21][CH2:20][CH2:19][CH2:18]3)[N:16]=2)=[CH:8][CH:9]=1)[CH2:1][CH3:2])(=[O:41])=[O:40], predict the reactants needed to synthesize it. The reactants are: [CH2:1]([N:3]([CH2:35][CH2:36][OH:37])[C:4]1[CH:9]=[CH:8][C:7](/[N:10]=[N:11]/[C:12]2[S:13][C:14]([CH:23]=[C:24]3[C:32](=[O:33])[C:31]4[C:26](=[CH:27][CH:28]=[CH:29][CH:30]=4)[C:25]3=[O:34])=[C:15]([N:17]3[CH2:22][CH2:21][CH2:20][CH2:19][CH2:18]3)[N:16]=2)=[CH:6][CH:5]=1)[CH3:2].Cl[S:39]([OH:42])(=[O:41])=[O:40]. (4) Given the product [Br:9][C:3]1[CH:4]=[CH:5][C:6]2[CH2:7][CH2:8][C:1]=2[CH:2]=1, predict the reactants needed to synthesize it. The reactants are: [C:1]12[CH2:8][CH2:7][C:6]=1[CH:5]=[CH:4][CH:3]=[CH:2]2.[Br:9]Br.S([O-])([O-])=O.[Na+].[Na+]. (5) Given the product [CH3:48][C:49]1([CH3:66])[C:53]2[C:54]([O:58][C:59]3[N:64]=[CH:63][C:62]([NH:65][C:11](=[O:13])[C:9]([NH:8][C:6](=[O:7])[O:5][C:2]([CH3:1])([CH3:3])[CH3:4])([CH3:10])[CH3:14])=[CH:61][CH:60]=3)=[CH:55][CH:56]=[CH:57][C:52]=2[O:51][CH2:50]1, predict the reactants needed to synthesize it. The reactants are: [CH3:1][C:2]([O:5][C:6]([NH:8][C:9]([CH3:14])([C:11]([OH:13])=O)[CH3:10])=[O:7])([CH3:4])[CH3:3].CCN(C(C)C)C(C)C.CN(C(ON1N=NC2C=CC=NC1=2)=[N+](C)C)C.F[P-](F)(F)(F)(F)F.[CH3:48][C:49]1([CH3:66])[C:53]2[C:54]([O:58][C:59]3[N:64]=[CH:63][C:62]([NH2:65])=[CH:61][CH:60]=3)=[CH:55][CH:56]=[CH:57][C:52]=2[O:51][CH2:50]1. (6) Given the product [CH2:1]([N:8]1[C:13](=[O:14])[C:12]2[C:15]3[CH2:21][CH2:20][CH2:19][C:18](=[O:40])[C:16]=3[S:17][C:11]=2[N:10]=[C:9]1[C:22]1[CH:23]=[C:24]([O:32][CH3:33])[C:25]([O:30][CH3:31])=[C:26]([O:28][CH3:29])[CH:27]=1)[C:2]1[CH:3]=[CH:4][CH:5]=[CH:6][CH:7]=1, predict the reactants needed to synthesize it. The reactants are: [CH2:1]([N:8]1[C:13](=[O:14])[C:12]2[C:15]3[CH2:21][CH2:20][CH2:19][CH2:18][C:16]=3[S:17][C:11]=2[N:10]=[C:9]1[C:22]1[CH:27]=[C:26]([O:28][CH3:29])[C:25]([O:30][CH3:31])=[C:24]([O:32][CH3:33])[CH:23]=1)[C:2]1[CH:7]=[CH:6][CH:5]=[CH:4][CH:3]=1.C1C=C[NH+]=CC=1.[O-:40][Cr](Cl)(=O)=O. (7) Given the product [CH3:18][C:16]([O:19][C:20](=[O:30])[NH:21][CH2:22][CH2:23][C:24]([C:7]1[CH:8]=[CH:9][CH:10]=[C:11]([O:13][CH3:14])[N:12]=1)=[O:25])([CH3:15])[CH3:17], predict the reactants needed to synthesize it. The reactants are: C([Li])CCC.Br[C:7]1[N:12]=[C:11]([O:13][CH3:14])[CH:10]=[CH:9][CH:8]=1.[CH3:15][C:16]([O:19][C:20](=[O:30])[NH:21][CH2:22][CH2:23][C:24](NCOC)=[O:25])([CH3:18])[CH3:17].